This data is from Catalyst prediction with 721,799 reactions and 888 catalyst types from USPTO. The task is: Predict which catalyst facilitates the given reaction. Reactant: [CH2:1]([C:4]1[C:12]2[O:11][N:10]=[C:9]([C:13]([F:16])([F:15])[F:14])[C:8]=2[CH:7]=[CH:6][C:5]=1[CH2:17][CH2:18][CH2:19][CH2:20][OH:21])[CH2:2][CH3:3].CCN(CC)CC.[CH3:29][S:30](Cl)(=[O:32])=[O:31].Cl. Product: [CH3:29][S:30]([O:21][CH2:20][CH2:19][CH2:18][CH2:17][C:5]1[CH:6]=[CH:7][C:8]2[C:9]([C:13]([F:15])([F:14])[F:16])=[N:10][O:11][C:12]=2[C:4]=1[CH2:1][CH2:2][CH3:3])(=[O:32])=[O:31]. The catalyst class is: 2.